Dataset: Catalyst prediction with 721,799 reactions and 888 catalyst types from USPTO. Task: Predict which catalyst facilitates the given reaction. (1) Reactant: CCN(C(C)C)C(C)C.C1C=CC2N(O)N=NC=2C=1.CCN=C=NCCCN(C)C.[F:31][C:32]1[CH:33]=[C:34]([N:38]2[CH:42]=[C:41]([C:43]([OH:45])=O)[N:40]=[N:39]2)[CH:35]=[CH:36][CH:37]=1.FC1C=C(C=CC=1)N.Cl.[NH2:55][CH2:56][C:57]([N:59]1[CH2:64][CH2:63][N:62]([C:65](=[O:75])[C:66]2[CH:71]=[C:70]([F:72])[C:69]([F:73])=[C:68]([F:74])[CH:67]=2)[CH2:61][CH2:60]1)=[O:58].FC1C=C(C=C(F)C=1F)C(O)=O. Product: [O:58]=[C:57]([N:59]1[CH2:64][CH2:63][N:62]([C:65](=[O:75])[C:66]2[CH:67]=[C:68]([F:74])[C:69]([F:73])=[C:70]([F:72])[CH:71]=2)[CH2:61][CH2:60]1)[CH2:56][NH:55][C:43]([C:41]1[N:40]=[N:39][N:38]([C:34]2[CH:35]=[CH:36][CH:37]=[C:32]([F:31])[CH:33]=2)[CH:42]=1)=[O:45]. The catalyst class is: 18. (2) Reactant: [NH2:1][C:2]1[N:7]=[C:6]([C:8]([O:10][CH3:11])=[O:9])[CH:5]=[CH:4][C:3]=1[Br:12].[F:13][B-](F)(F)F.F[B-](F)(F)F.ClC[N+]12CC[N+](F)(CC1)CC2. Product: [NH2:1][C:2]1[N:7]=[C:6]([C:8]([O:10][CH3:11])=[O:9])[C:5]([F:13])=[CH:4][C:3]=1[Br:12]. The catalyst class is: 10.